This data is from NCI-60 drug combinations with 297,098 pairs across 59 cell lines. The task is: Regression. Given two drug SMILES strings and cell line genomic features, predict the synergy score measuring deviation from expected non-interaction effect. Drug 1: CC1OCC2C(O1)C(C(C(O2)OC3C4COC(=O)C4C(C5=CC6=C(C=C35)OCO6)C7=CC(=C(C(=C7)OC)O)OC)O)O. Drug 2: COCCOC1=C(C=C2C(=C1)C(=NC=N2)NC3=CC=CC(=C3)C#C)OCCOC. Cell line: SK-OV-3. Synergy scores: CSS=68.5, Synergy_ZIP=6.04, Synergy_Bliss=6.52, Synergy_Loewe=4.64, Synergy_HSA=9.64.